Regression. Given a peptide amino acid sequence and an MHC pseudo amino acid sequence, predict their binding affinity value. This is MHC class II binding data. From a dataset of Peptide-MHC class II binding affinity with 134,281 pairs from IEDB. (1) The peptide sequence is GELQIVGKIDAAFKI. The MHC is DRB1_0101 with pseudo-sequence DRB1_0101. The binding affinity (normalized) is 0.547. (2) The MHC is DRB1_1301 with pseudo-sequence DRB1_1301. The binding affinity (normalized) is 0.778. The peptide sequence is GAGKTRRFLPQILAE. (3) The peptide sequence is SCLDGKLCLMKAQPT. The MHC is DRB1_0405 with pseudo-sequence DRB1_0405. The binding affinity (normalized) is 0.753. (4) The peptide sequence is GGLPLAGAGGAGAGP. The MHC is HLA-DQA10102-DQB10602 with pseudo-sequence HLA-DQA10102-DQB10602. The binding affinity (normalized) is 0.310. (5) The peptide sequence is FKAAVAAAAGAPPAD. The MHC is HLA-DPA10201-DPB10501 with pseudo-sequence HLA-DPA10201-DPB10501. The binding affinity (normalized) is 0.296.